From a dataset of Catalyst prediction with 721,799 reactions and 888 catalyst types from USPTO. Predict which catalyst facilitates the given reaction. (1) Reactant: [Br:1][C:2]1[CH:7]=[CH:6][C:5]([CH2:8][C:9]([O:11][CH2:12][CH3:13])=[O:10])=[CH:4][CH:3]=1.CC(C)([O-])C.[K+].[CH2:20](Br)[C:21]1[CH:26]=[CH:25][CH:24]=[CH:23][CH:22]=1. Product: [CH2:12]([O:11][C:9](=[O:10])[CH:8]([C:5]1[CH:4]=[CH:3][C:2]([Br:1])=[CH:7][CH:6]=1)[CH2:20][C:21]1[CH:26]=[CH:25][CH:24]=[CH:23][CH:22]=1)[CH3:13]. The catalyst class is: 3. (2) Reactant: [NH2:1][C:2]1[CH:7]=[CH:6][C:5]([CH:8](C(OCC)=O)[C:9]([O:11][CH2:12][CH3:13])=[O:10])=[CH:4][C:3]=1[F:19].[OH-].[Na+]. Product: [NH2:1][C:2]1[CH:7]=[CH:6][C:5]([CH2:8][C:9]([O:11][CH2:12][CH3:13])=[O:10])=[CH:4][C:3]=1[F:19]. The catalyst class is: 40. (3) Reactant: [Br:1][C:2]1[CH:3]=[C:4](/[CH:10]=[CH:11]/[C:12]([OH:14])=[O:13])[CH:5]=[CH:6][C:7]=1[O:8][CH3:9].[CH3:15][Si](C=[N+]=[N-])(C)C.C(OCC)C. Product: [CH3:15][O:13][C:12](=[O:14])[CH:11]=[CH:10][C:4]1[CH:5]=[CH:6][C:7]([O:8][CH3:9])=[C:2]([Br:1])[CH:3]=1. The catalyst class is: 442. (4) Reactant: [Cl:1][C:2]1[CH:10]=[C:6]([C:7]([OH:9])=O)[C:5]([OH:11])=[CH:4][CH:3]=1.[F:12][C:13]([F:26])([F:25])[C:14]1[CH:15]=[C:16]([CH:18]=[C:19]([C:21]([F:24])([F:23])[F:22])[CH:20]=1)[NH2:17].P(Cl)(Cl)Cl.C(=O)([O-])O.[Na+]. Product: [F:12][C:13]([F:25])([F:26])[C:14]1[CH:15]=[C:16]([NH:17][C:7](=[O:9])[C:6]2[CH:10]=[C:2]([Cl:1])[CH:3]=[CH:4][C:5]=2[OH:11])[CH:18]=[C:19]([C:21]([F:22])([F:24])[F:23])[CH:20]=1. The catalyst class is: 11. (5) Reactant: CN(C)[CH:3]=[CH:4][C:5]([C:7]1[N:14]2[C:10]([S:11][CH:12]=[CH:13]2)=[N:9][C:8]=1[C:15]1[CH:20]=[CH:19][C:18]([F:21])=[C:17]([O:22][CH3:23])[CH:16]=1)=O.Cl.[NH2:26]/[C:27](/[NH:30][CH:31]1[CH2:36][CH2:35][N:34]([C:37]([O:39][C:40]([CH3:43])([CH3:42])[CH3:41])=[O:38])[CH2:33][CH2:32]1)=[N:28]/[H].[O-]CC.[Na+]. Product: [F:21][C:18]1[CH:19]=[CH:20][C:15]([C:8]2[N:9]=[C:10]3[N:14]([C:7]=2[C:5]2[CH:4]=[CH:3][N:28]=[C:27]([NH:30][CH:31]4[CH2:36][CH2:35][N:34]([C:37]([O:39][C:40]([CH3:43])([CH3:42])[CH3:41])=[O:38])[CH2:33][CH2:32]4)[N:26]=2)[CH:13]=[CH:12][S:11]3)=[CH:16][C:17]=1[O:22][CH3:23]. The catalyst class is: 8.